Dataset: NCI-60 drug combinations with 297,098 pairs across 59 cell lines. Task: Regression. Given two drug SMILES strings and cell line genomic features, predict the synergy score measuring deviation from expected non-interaction effect. (1) Drug 1: CCC1(CC2CC(C3=C(CCN(C2)C1)C4=CC=CC=C4N3)(C5=C(C=C6C(=C5)C78CCN9C7C(C=CC9)(C(C(C8N6C)(C(=O)OC)O)OC(=O)C)CC)OC)C(=O)OC)O.OS(=O)(=O)O. Drug 2: C1=NC2=C(N=C(N=C2N1C3C(C(C(O3)CO)O)F)Cl)N. Cell line: TK-10. Synergy scores: CSS=-0.832, Synergy_ZIP=-1.93, Synergy_Bliss=-2.46, Synergy_Loewe=-7.11, Synergy_HSA=-4.00. (2) Drug 1: CN(C)C1=NC(=NC(=N1)N(C)C)N(C)C. Drug 2: C1CCC(C(C1)N)N.C(=O)(C(=O)[O-])[O-].[Pt+4]. Cell line: MDA-MB-231. Synergy scores: CSS=-0.0840, Synergy_ZIP=0.201, Synergy_Bliss=-4.12, Synergy_Loewe=-32.5, Synergy_HSA=-7.60. (3) Drug 1: C1=CN(C=N1)CC(O)(P(=O)(O)O)P(=O)(O)O. Drug 2: CC(C)(C#N)C1=CC(=CC(=C1)CN2C=NC=N2)C(C)(C)C#N. Cell line: SF-539. Synergy scores: CSS=1.33, Synergy_ZIP=-1.72, Synergy_Bliss=-4.43, Synergy_Loewe=-2.55, Synergy_HSA=-4.28. (4) Drug 1: C1CCC(CC1)NC(=O)N(CCCl)N=O. Drug 2: C1CC(C1)(C(=O)O)C(=O)O.[NH2-].[NH2-].[Pt+2]. Cell line: LOX IMVI. Synergy scores: CSS=42.3, Synergy_ZIP=-16.0, Synergy_Bliss=-10.5, Synergy_Loewe=-8.14, Synergy_HSA=-4.41. (5) Drug 1: CCCCC(=O)OCC(=O)C1(CC(C2=C(C1)C(=C3C(=C2O)C(=O)C4=C(C3=O)C=CC=C4OC)O)OC5CC(C(C(O5)C)O)NC(=O)C(F)(F)F)O. Drug 2: CC=C1C(=O)NC(C(=O)OC2CC(=O)NC(C(=O)NC(CSSCCC=C2)C(=O)N1)C(C)C)C(C)C. Cell line: CAKI-1. Synergy scores: CSS=76.1, Synergy_ZIP=6.47, Synergy_Bliss=5.17, Synergy_Loewe=-10.8, Synergy_HSA=4.97. (6) Cell line: HCC-2998. Drug 1: CC12CCC(CC1=CCC3C2CCC4(C3CC=C4C5=CN=CC=C5)C)O. Synergy scores: CSS=-0.506, Synergy_ZIP=-0.368, Synergy_Bliss=-0.712, Synergy_Loewe=-12.8, Synergy_HSA=-4.54. Drug 2: C1CN(P(=O)(OC1)NCCCl)CCCl. (7) Drug 1: CN(C)C1=NC(=NC(=N1)N(C)C)N(C)C. Drug 2: CCC(=C(C1=CC=CC=C1)C2=CC=C(C=C2)OCCN(C)C)C3=CC=CC=C3.C(C(=O)O)C(CC(=O)O)(C(=O)O)O. Cell line: LOX IMVI. Synergy scores: CSS=3.64, Synergy_ZIP=-7.54, Synergy_Bliss=-17.4, Synergy_Loewe=-19.1, Synergy_HSA=-14.3.